This data is from Reaction yield outcomes from USPTO patents with 853,638 reactions. The task is: Predict the reaction yield, written as a fraction of the theoretical maximum amount of product (1.0 means a 100% yield; for example, 0.34 means a 34% yield). (1) The reactants are [CH2:1]([O:8][C:9]1[CH:27]=[CH:26][C:12]([CH2:13][C:14]2[CH:18]=[C:17]([C:19]3C(N)=[N:21][CH:22]=[CH:23][CH:24]=3)[O:16][N:15]=2)=[CH:11][CH:10]=1)[C:2]1[CH:7]=[CH:6][CH:5]=[CH:4][CH:3]=1.C=O.N1C=CC=CC=1C.B.FC(F)(F)C(O)=O.[CH3:45][N:46]([CH3:49])[CH:47]=O. The catalyst is C(O)(=O)C. The product is [CH2:1]([O:8][C:9]1[CH:27]=[CH:26][C:12]([CH2:13][C:14]2[CH:18]=[C:17]([C:19]3[C:47]([N:46]([CH3:49])[CH3:45])=[N:21][CH:22]=[CH:23][CH:24]=3)[O:16][N:15]=2)=[CH:11][CH:10]=1)[C:2]1[CH:3]=[CH:4][CH:5]=[CH:6][CH:7]=1. The yield is 0.210. (2) The reactants are [CH3:1][C:2]1[N:3]([C:8]2[CH:12]=[CH:11][N:10]([CH3:13])[N:9]=2)[C:4]([CH3:7])=[CH:5][CH:6]=1.C([Li])CCC.Br[CH2:20][CH:21]=[C:22]([CH3:24])[CH3:23].[Cl-].[NH4+]. The catalyst is O1CCCC1.C(OCC)(=O)C. The product is [CH3:7][C:4]1[N:3]([C:8]2[CH:12]=[C:11]([CH2:20][CH:21]=[C:22]([CH3:24])[CH3:23])[N:10]([CH3:13])[N:9]=2)[C:2]([CH3:1])=[CH:6][CH:5]=1. The yield is 0.620. (3) The reactants are [CH3:1][O:2][C:3]1[CH:8]=[CH:7]C(/C=C/C(OC)=O)=[CH:5][CH:4]=1.C[N+]1([O-])CC[O:19]CC1.[C:23]([OH:27])([CH3:26])([CH3:25])C.C1C(O)=C(O)C(S([O-])(=O)=O)=CC=1S([O-])(=O)=O.[Na+].[Na+].[C:46]([O:49][CH2:50]C)(=[O:48])C. The catalyst is O.O.[O-][Os]([O-])(=O)=O.[K+].[K+].O. The product is [OH:19][CH:25]([CH:23]([OH:27])[C:26]1[CH:5]=[CH:4][C:3]([O:2][CH3:1])=[CH:8][CH:7]=1)[C:46]([O:49][CH3:50])=[O:48]. The yield is 0.620. (4) The catalyst is C1COCC1. The reactants are [CH2:1]([N:8]([CH2:18][CH2:19][O:20][Si](C(C)(C)C)(C)C)[C:9](=O)[C:10]1[CH:15]=[CH:14][CH:13]=[N:12][C:11]=1[Cl:16])[C:2]1[CH:7]=[CH:6][CH:5]=[CH:4][CH:3]=1.CO. The yield is 0.860. The product is [CH2:1]([N:8]([CH2:9][C:10]1[C:11]([Cl:16])=[N:12][CH:13]=[CH:14][CH:15]=1)[CH2:18][CH2:19][OH:20])[C:2]1[CH:3]=[CH:4][CH:5]=[CH:6][CH:7]=1. (5) The reactants are [NH:1]1[CH2:6][CH2:5][O:4][CH2:3][CH2:2]1.CO.[CH2:9]1[O:11][C@H:10]1[CH2:12]Cl.C[O-].[Na+]. The yield is 0.970. The product is [O:11]1[CH:10]([CH2:12][N:1]2[CH2:6][CH2:5][O:4][CH2:3][CH2:2]2)[CH2:9]1. The catalyst is C(O)C. (6) The reactants are [O:1]=[C:2]([CH3:8])[CH2:3][C:4]([O:6][CH3:7])=[O:5].[C:9]1([C:15]#[CH:16])[CH:14]=[CH:13][CH:12]=[CH:11][CH:10]=1. The catalyst is C1(C)C=CC=CC=1.C(Cl)Cl. The product is [C:2]([CH:3]([C:15]([C:9]1[CH:14]=[CH:13][CH:12]=[CH:11][CH:10]=1)=[CH2:16])[C:4]([O:6][CH3:7])=[O:5])(=[O:1])[CH3:8]. The yield is 0.840. (7) The reactants are [CH2:1]([N:3]1[CH:7]=[C:6]([C:8]2[CH:9]=[C:10]([CH:12]=[CH:13][CH:14]=2)[NH2:11])[C:5]([C:15]2[CH:20]=[CH:19][N:18]=[CH:17][CH:16]=2)=[N:4]1)[CH3:2].[I:21][C:22]1[CH:27]=[CH:26][CH:25]=[C:24]([N:28]=[C:29]=[O:30])[CH:23]=1. The catalyst is C(Cl)Cl. The product is [CH2:1]([N:3]1[CH:7]=[C:6]([C:8]2[CH:9]=[C:10]([NH:11][C:29]([NH:28][C:24]3[CH:25]=[CH:26][CH:27]=[C:22]([I:21])[CH:23]=3)=[O:30])[CH:12]=[CH:13][CH:14]=2)[C:5]([C:15]2[CH:16]=[CH:17][N:18]=[CH:19][CH:20]=2)=[N:4]1)[CH3:2]. The yield is 0.320.